This data is from Reaction yield outcomes from USPTO patents with 853,638 reactions. The task is: Predict the reaction yield, written as a fraction of the theoretical maximum amount of product (1.0 means a 100% yield; for example, 0.34 means a 34% yield). (1) The reactants are [CH3:1][O:2][C:3]1[CH:4]=[C:5]([S:9]([NH:12][C@@H:13]([C:18]([OH:20])=[O:19])[C:14]([CH3:17])([CH3:16])[CH3:15])(=[O:11])=[O:10])[CH:6]=[CH:7][CH:8]=1.C(=O)([O-])[O-].[K+].[K+].[CH2:27](Br)[C:28]1[CH:33]=[CH:32][CH:31]=[CH:30][CH:29]=1. The catalyst is CN(C=O)C. The product is [CH2:27]([O:19][C:18](=[O:20])[C@@H:13]([C:14]([CH3:16])([CH3:17])[CH3:15])[NH:12][S:9]([C:5]1[CH:6]=[CH:7][CH:8]=[C:3]([O:2][CH3:1])[CH:4]=1)(=[O:11])=[O:10])[C:28]1[CH:33]=[CH:32][CH:31]=[CH:30][CH:29]=1. The yield is 0.780. (2) The reactants are [O:1]=[C:2]1[N:7]([CH2:8][CH2:9][CH:10]2[CH2:15][CH2:14][O:13][CH2:12][CH2:11]2)[C:6]2[N:16]=[C:17]([C:20]3[CH:25]=[CH:24][N:23]=[C:22]4[N:26](C(OC(C)(C)C)=O)[CH:27]=[CH:28][C:21]=34)[CH:18]=[N:19][C:5]=2[NH:4][CH2:3]1. The catalyst is Cl. The product is [NH:26]1[C:22]2=[N:23][CH:24]=[CH:25][C:20]([C:17]3[N:16]=[C:6]4[N:7]([CH2:8][CH2:9][CH:10]5[CH2:15][CH2:14][O:13][CH2:12][CH2:11]5)[C:2](=[O:1])[CH2:3][NH:4][C:5]4=[N:19][CH:18]=3)=[C:21]2[CH:28]=[CH:27]1. The yield is 0.630. (3) The reactants are C(OP([CH2:9][C:10]([O:12][CH3:13])=[O:11])(OCC)=O)C.[H-].[Na+].[CH3:16][N:17]1[CH:21]=[C:20]([CH:22]=O)[N:19]=[CH:18]1. The catalyst is O1CCCC1. The product is [CH3:16][N:17]1[CH:21]=[C:20](/[CH:22]=[CH:9]/[C:10]([O:12][CH3:13])=[O:11])[N:19]=[CH:18]1. The yield is 0.570. (4) The reactants are [CH:1]([N:4]1[CH2:9][CH2:8][CH:7]([O:10][C:11]2[CH:16]=[CH:15][C:14]([C:17]3([C:23](O)=[O:24])[CH2:22][CH2:21][O:20][CH2:19][CH2:18]3)=[CH:13][CH:12]=2)[CH2:6][CH2:5]1)([CH3:3])[CH3:2].Cl.[NH:27]1[CH2:30][CH2:29][CH2:28]1.Cl.CN(C)CCCN=C=NCC.O.ON1C2C=CC=CC=2N=N1.C(N(CC)CC)C. The catalyst is ClCCl. The product is [N:27]1([C:23]([C:17]2([C:14]3[CH:13]=[CH:12][C:11]([O:10][CH:7]4[CH2:8][CH2:9][N:4]([CH:1]([CH3:2])[CH3:3])[CH2:5][CH2:6]4)=[CH:16][CH:15]=3)[CH2:22][CH2:21][O:20][CH2:19][CH2:18]2)=[O:24])[CH2:30][CH2:29][CH2:28]1. The yield is 0.430. (5) The reactants are [CH3:1][O:2][C:3]1[CH:8]=[CH:7][C:6]([C:9]2[CH:14]=[CH:13][C:12]([N+:15]([O-])=O)=[CH:11][CH:10]=2)=[CH:5][N:4]=1. The catalyst is CCO.[Pd]. The product is [CH3:1][O:2][C:3]1[N:4]=[CH:5][C:6]([C:9]2[CH:14]=[CH:13][C:12]([NH2:15])=[CH:11][CH:10]=2)=[CH:7][CH:8]=1. The yield is 0.820. (6) The reactants are [CH3:1][NH:2][C:3]1[CH:8]=[CH:7][C:6]([N+:9]([O-:11])=[O:10])=[CH:5][CH:4]=1.[Br:12]Br.C([O-])(O)=O.[Na+]. The catalyst is CC(O)=O.C(Cl)(Cl)Cl. The product is [Br:12][C:4]1[CH:5]=[C:6]([N+:9]([O-:11])=[O:10])[CH:7]=[CH:8][C:3]=1[NH:2][CH3:1].[Br:12][C:4]1[CH:5]=[C:6]([N+:9]([O-:11])=[O:10])[CH:7]=[CH:8][C:3]=1[NH:2][CH3:1]. The yield is 0.990. (7) The reactants are NC1NN=C(C)C=1C1SC2C([S:17](Cl)(=[O:19])=[O:18])=CC=C(F)C=2N=1.[F:22][C:23]1[C:28]2[N:29]=[C:30]([C:32]3[C:36]([CH3:37])=[N:35][NH:34][C:33]=3[NH2:38])[S:31][C:27]=2[CH:26]=[CH:25][CH:24]=1.[NH3:39]. The catalyst is C(O)C. The product is [NH2:38][C:33]1[NH:34][N:35]=[C:36]([CH3:37])[C:32]=1[C:30]1[S:31][C:27]2[CH:26]=[C:25]([S:17]([NH2:39])(=[O:19])=[O:18])[CH:24]=[C:23]([F:22])[C:28]=2[N:29]=1. The yield is 0.720. (8) No catalyst specified. The yield is 0.680. The product is [F:24][C:25]1[CH:46]=[CH:45][C:28]([CH2:29][N:30]2[CH2:34][CH2:33][N:32]([C:35]3[S:36][C:37]([C:41]#[N:43])=[C:38]([CH3:40])[N:39]=3)[C:31]2=[O:44])=[CH:27][CH:26]=1. The reactants are FC1C=CC(CN2C(=O)N(C3SC(C(N)=O)=C(C)N=3)C=N2)=CC=1.[F:24][C:25]1[CH:46]=[CH:45][C:28]([CH2:29][N:30]2[CH2:34][CH2:33][N:32]([C:35]3[S:36][C:37]([C:41]([NH2:43])=O)=[C:38]([CH3:40])[N:39]=3)[C:31]2=[O:44])=[CH:27][CH:26]=1. (9) The reactants are C[Al](C)C.[CH:5]1([CH2:8][NH2:9])[CH2:7][CH2:6]1.C[O:11][C:12](=O)[C:13]1[CH:18]=[CH:17][C:16]([N:19]2[CH:23]=[C:22]([C:24]3[C:25]([C:33]4[CH:38]=[CH:37][CH:36]=[CH:35][CH:34]=4)=[N:26][O:27][C:28]=3[C:29]([F:32])([F:31])[F:30])[N:21]=[CH:20]2)=[CH:15][CH:14]=1.O. The catalyst is O1CCOCC1. The product is [CH:5]1([CH2:8][NH:9][C:12](=[O:11])[C:13]2[CH:18]=[CH:17][C:16]([N:19]3[CH:23]=[C:22]([C:24]4[C:25]([C:33]5[CH:34]=[CH:35][CH:36]=[CH:37][CH:38]=5)=[N:26][O:27][C:28]=4[C:29]([F:32])([F:31])[F:30])[N:21]=[CH:20]3)=[CH:15][CH:14]=2)[CH2:7][CH2:6]1. The yield is 0.780. (10) The reactants are C(OC1C=CC([C:10]2[S:14][C:13]3[CH:15]=[C:16](OCC)[CH:17]=[CH:18][C:12]=3[CH:11]=2)=CC=1)C.COC1C=C(C=C(OC)C=1OC)C(Cl)=O.[Al+3].[Cl-].[Cl-].[Cl-].O. The catalyst is C(Cl)Cl.CCOC(C)=O. The product is [S:14]1[CH:10]=[CH:11][C:12]2[CH:18]=[CH:17][CH:16]=[CH:15][C:13]1=2. The yield is 0.690.